Task: Predict the reaction yield, written as a fraction of the theoretical maximum amount of product (1.0 means a 100% yield; for example, 0.34 means a 34% yield).. Dataset: Reaction yield outcomes from USPTO patents with 853,638 reactions (1) The reactants are C([O-])(=O)C.[Na+].[CH2:6]([O:8][C:9](=[O:23])[CH2:10][C:11](=O)[CH2:12][CH2:13][NH:14][C:15]([O:17][C:18]([CH3:21])([CH3:20])[CH3:19])=[O:16])[CH3:7].Cl.[NH2:25][CH2:26][C:27]([C:29]1[CH:34]=[CH:33][C:32]([F:35])=[CH:31][CH:30]=1)=O. The catalyst is O.C(O)C. The product is [CH2:6]([O:8][C:9]([C:10]1[C:27]([C:29]2[CH:34]=[CH:33][C:32]([F:35])=[CH:31][CH:30]=2)=[CH:26][NH:25][C:11]=1[CH2:12][CH2:13][NH:14][C:15]([O:17][C:18]([CH3:21])([CH3:20])[CH3:19])=[O:16])=[O:23])[CH3:7]. The yield is 0.917. (2) The reactants are [CH2:1]([O:5][C:6]1[CH:10]=[C:9]([C:11]([O:13][CH3:14])=[O:12])[NH:8][N:7]=1)[CH2:2][CH2:3][CH3:4].C(=O)([O-])[O-].[K+].[K+].[Cl:21][C:22]1[CH:29]=[C:28]([Cl:30])[CH:27]=[CH:26][C:23]=1[CH2:24]Cl. The catalyst is CN(C)C=O. The product is [CH2:1]([O:5][C:6]1[CH:10]=[C:9]([C:11]([O:13][CH3:14])=[O:12])[N:8]([CH2:24][C:23]2[CH:26]=[CH:27][C:28]([Cl:30])=[CH:29][C:22]=2[Cl:21])[N:7]=1)[CH2:2][CH2:3][CH3:4]. The yield is 0.720. (3) The reactants are C([N:4]1[C:12]2[CH:11]=[C:10]([C:13]3[CH:18]=[CH:17][CH:16]=[CH:15][CH:14]=3)[CH:9]=[C:8]([C:19]([O:21][CH3:22])=[O:20])[C:7]=2[CH:6]=[N:5]1)(=O)C.Cl. The catalyst is CO.O. The product is [C:13]1([C:10]2[CH:9]=[C:8]([C:19]([O:21][CH3:22])=[O:20])[C:7]3[CH:6]=[N:5][NH:4][C:12]=3[CH:11]=2)[CH:18]=[CH:17][CH:16]=[CH:15][CH:14]=1. The yield is 0.950. (4) The reactants are [CH2:1]([O:8][C:9]1[CH:17]=[C:16]([O:18][CH2:19][C:20]2[CH:25]=[CH:24][CH:23]=[CH:22][CH:21]=2)[C:15]([C:26]([CH3:28])=[CH2:27])=[CH:14][C:10]=1[C:11]([OH:13])=O)[C:2]1[CH:7]=[CH:6][CH:5]=[CH:4][CH:3]=1.Br.[OH:30][C:31]1[CH:39]=[CH:38][CH:37]=[C:36]2[C:32]=1[CH2:33][NH:34][CH2:35]2.Cl.C(N=C=NCCCN(C)C)C.ON1C2C=CC=CC=2N=N1.C(N(CC)CC)C. The catalyst is CN(C)C=O. The product is [CH2:1]([O:8][C:9]1[CH:17]=[C:16]([O:18][CH2:19][C:20]2[CH:21]=[CH:22][CH:23]=[CH:24][CH:25]=2)[C:15]([C:26]([CH3:28])=[CH2:27])=[CH:14][C:10]=1[C:11]([N:34]1[CH2:33][C:32]2[C:36](=[CH:37][CH:38]=[CH:39][C:31]=2[OH:30])[CH2:35]1)=[O:13])[C:2]1[CH:7]=[CH:6][CH:5]=[CH:4][CH:3]=1. The yield is 0.960. (5) The reactants are [F:1][C:2]1[CH:3]=[C:4]2[C:8](=[CH:9][CH:10]=1)[NH:7][N:6]=[C:5]2[I:11].[CH3:12][C:13]1([CH3:20])[O:17][CH:16]([CH2:18]O)[CH2:15][O:14]1. No catalyst specified. The product is [I:11][C:5]1[C:4]2[C:8](=[CH:9][CH:10]=[C:2]([F:1])[CH:3]=2)[N:7]([CH2:18][CH:16]2[CH2:15][O:14][C:13]([CH3:20])([CH3:12])[O:17]2)[N:6]=1. The yield is 0.520. (6) The reactants are [NH2:1][C:2]1[CH:3]=[C:4]([CH:21]=[CH:22][CH:23]=1)[O:5][C:6]1[CH:7]=[CH:8][C:9]2[N:10]([CH:12]=[C:13]([NH:15][C:16]([CH:18]3[CH2:20][CH2:19]3)=[O:17])[N:14]=2)[N:11]=1.[OH:24][C:25]([C:28]1[S:29][C:30]([C:33](O)=[O:34])=[CH:31][N:32]=1)([CH3:27])[CH3:26].Cl.CN(C)CCCN=C=NCC.ON1C2C=CC=CC=2N=N1. The catalyst is CN(C)C=O. The product is [CH:18]1([C:16]([NH:15][C:13]2[N:14]=[C:9]3[CH:8]=[CH:7][C:6]([O:5][C:4]4[CH:3]=[C:2]([NH:1][C:33]([C:30]5[S:29][C:28]([C:25]([OH:24])([CH3:26])[CH3:27])=[N:32][CH:31]=5)=[O:34])[CH:23]=[CH:22][CH:21]=4)=[N:11][N:10]3[CH:12]=2)=[O:17])[CH2:20][CH2:19]1. The yield is 0.430. (7) The reactants are [F:1][C@:2]1([CH3:19])[C@H:6]([OH:7])[C@@:5]([F:10])([CH2:8][OH:9])[O:4][C@H:3]1[N:11]1[CH:16]=[CH:15][C:14](=[O:17])[NH:13][C:12]1=[O:18].C([Mg]Cl)(C)(C)C.Cl[C:27]1[C:36]2[C:31](=[CH:32][CH:33]=[CH:34][CH:35]=2)[CH:30]=[CH:29][C:28]=1[O:37][P:38](=[N:40][C@@H:41]([CH3:48])[C:42]([O:44][CH:45]([CH3:47])[CH3:46])=[O:43])=[O:39].CO. The catalyst is C1COCC1. The product is [CH:45]([O:44][C:42](=[O:43])[C@@H:41]([N:40]=[P:38]([O:37][C:28]1[CH:29]=[CH:30][C:31]2[C:36](=[CH:35][CH:34]=[CH:33][CH:32]=2)[C:27]=1[O:9][CH2:8][C@:5]1([F:10])[C@@H:6]([OH:7])[C@:2]([F:1])([CH3:19])[C@H:3]([N:11]2[CH:16]=[CH:15][C:14](=[O:17])[NH:13][C:12]2=[O:18])[O:4]1)=[O:39])[CH3:48])([CH3:46])[CH3:47]. The yield is 0.580. (8) The reactants are C(OC([N:8]1[CH2:16][C:15]2[C:10](=[C:11]([CH:25]=[CH:26][C:27]([O:29][CH3:30])=[O:28])[CH:12]=[CH:13][C:14]=2[O:17][CH2:18][C:19]2[CH:24]=[CH:23][CH:22]=[CH:21][CH:20]=2)[CH2:9]1)=O)(C)(C)C.FC(F)(F)C(O)=O. The catalyst is C(Cl)Cl. The product is [CH3:30][O:29][C:27](=[O:28])[CH:26]=[CH:25][C:11]1[CH:12]=[CH:13][C:14]([O:17][CH2:18][C:19]2[CH:24]=[CH:23][CH:22]=[CH:21][CH:20]=2)=[C:15]2[C:10]=1[CH2:9][NH:8][CH2:16]2. The yield is 0.620.